From a dataset of Forward reaction prediction with 1.9M reactions from USPTO patents (1976-2016). Predict the product of the given reaction. (1) Given the reactants O.[CH:2]1([O:7][C:8]2[C:13]([O:14][CH:15]([F:17])[F:16])=[CH:12][N:11]=[C:10](OC(C3C=CC=CC=3)(C3C=CC=CC=3)C3C=CC=CC=3)[CH:9]=2)[CH2:6][CH2:5][CH2:4][CH2:3]1.[C:38](O)(=[O:40])C, predict the reaction product. The product is: [CH:2]1([O:7][C:8]2[C:13]([O:14][CH:15]([F:16])[F:17])=[CH:12][N:11]=[C:10]([CH2:38][OH:40])[CH:9]=2)[CH2:3][CH2:4][CH2:5][CH2:6]1. (2) Given the reactants [N:1]1([C:7]([N:9]2[CH2:14][CH:13]([C:15]3[CH:20]=[CH:19][C:18]([O:21][C:22]([F:25])([F:24])[F:23])=[CH:17][CH:16]=3)[CH2:12][CH:11]([C:26](O)=[O:27])[CH2:10]2)=[O:8])[CH2:6][CH2:5][S:4][CH2:3][CH2:2]1.O[NH:30][C:31]([CH:33]1[CH2:35][CH2:34]1)=[NH:32], predict the reaction product. The product is: [CH:33]1([C:31]2[N:32]=[C:26]([CH:11]3[CH2:12][CH:13]([C:15]4[CH:20]=[CH:19][C:18]([O:21][C:22]([F:24])([F:25])[F:23])=[CH:17][CH:16]=4)[CH2:14][N:9]([C:7]([N:1]4[CH2:2][CH2:3][S:4][CH2:5][CH2:6]4)=[O:8])[CH2:10]3)[O:27][N:30]=2)[CH2:35][CH2:34]1. (3) Given the reactants [NH:1]1[C:9]2[C:4](=[CH:5][CH:6]=[CH:7][CH:8]=2)[C:3]([C:10]2[NH:11][C:12]3[C:13]([N:27]=2)=[CH:14][C:15]2[C:16]([CH3:26])([CH3:25])[C:17](=[O:24])[N:18]([CH2:21][C:22]#[N:23])[C:19]=2[CH:20]=3)=[N:2]1, predict the reaction product. The product is: [NH2:23][CH2:22][CH2:21][N:18]1[C:19]2[CH:20]=[C:12]3[NH:11][C:10]([C:3]4[C:4]5[C:9](=[CH:8][CH:7]=[CH:6][CH:5]=5)[NH:1][N:2]=4)=[N:27][C:13]3=[CH:14][C:15]=2[C:16]([CH3:25])([CH3:26])[C:17]1=[O:24].